Dataset: Catalyst prediction with 721,799 reactions and 888 catalyst types from USPTO. Task: Predict which catalyst facilitates the given reaction. (1) Reactant: [Cl:1][C:2]1[CH:7]=[CH:6][C:5]([C:8]2[N:12](/[CH:13]=[CH:14]/[C:15]([F:18])([F:17])[F:16])[C:11](=[O:19])[N:10]([CH2:20][C:21](O)=[O:22])[N:9]=2)=[CH:4][CH:3]=1.C1C=CC2N(O)N=NC=2C=1.C(Cl)CCl.Cl.[CH3:39][O:40][C:41]1[N:46]=[C:45]([CH:47]([C:49]2[CH:54]=[CH:53][CH:52]=[C:51]([C:55]([F:58])([F:57])[F:56])[CH:50]=2)[NH2:48])[CH:44]=[CH:43][CH:42]=1.C(N(CC)C(C)C)(C)C. Product: [Cl:1][C:2]1[CH:7]=[CH:6][C:5]([C:8]2[N:12](/[CH:13]=[CH:14]/[C:15]([F:18])([F:17])[F:16])[C:11](=[O:19])[N:10]([CH2:20][C:21]([NH:48][CH:47]([C:45]3[CH:44]=[CH:43][CH:42]=[C:41]([O:40][CH3:39])[N:46]=3)[C:49]3[CH:54]=[CH:53][CH:52]=[C:51]([C:55]([F:57])([F:58])[F:56])[CH:50]=3)=[O:22])[N:9]=2)=[CH:4][CH:3]=1. The catalyst class is: 3. (2) Reactant: C(N(CC)CC)C.[CH3:8][S:9](Cl)(=[O:11])=[O:10].[OH:13][CH2:14][C:15]1([C:18]([O:20][CH2:21][CH3:22])=[O:19])[CH2:17][CH2:16]1. Product: [CH3:8][S:9]([O:13][CH2:14][C:15]1([C:18]([O:20][CH2:21][CH3:22])=[O:19])[CH2:17][CH2:16]1)(=[O:11])=[O:10]. The catalyst class is: 46.